From a dataset of NCI-60 drug combinations with 297,098 pairs across 59 cell lines. Regression. Given two drug SMILES strings and cell line genomic features, predict the synergy score measuring deviation from expected non-interaction effect. (1) Drug 1: C1=CC=C(C(=C1)C(C2=CC=C(C=C2)Cl)C(Cl)Cl)Cl. Drug 2: CCN(CC)CCCC(C)NC1=C2C=C(C=CC2=NC3=C1C=CC(=C3)Cl)OC. Cell line: PC-3. Synergy scores: CSS=7.04, Synergy_ZIP=-2.57, Synergy_Bliss=0.492, Synergy_Loewe=1.13, Synergy_HSA=1.22. (2) Synergy scores: CSS=4.92, Synergy_ZIP=-8.74, Synergy_Bliss=-15.2, Synergy_Loewe=-14.8, Synergy_HSA=-12.9. Drug 1: CC12CCC(CC1=CCC3C2CCC4(C3CC=C4C5=CN=CC=C5)C)O. Drug 2: CC1=C(N=C(N=C1N)C(CC(=O)N)NCC(C(=O)N)N)C(=O)NC(C(C2=CN=CN2)OC3C(C(C(C(O3)CO)O)O)OC4C(C(C(C(O4)CO)O)OC(=O)N)O)C(=O)NC(C)C(C(C)C(=O)NC(C(C)O)C(=O)NCCC5=NC(=CS5)C6=NC(=CS6)C(=O)NCCC[S+](C)C)O. Cell line: CAKI-1.